From a dataset of Catalyst prediction with 721,799 reactions and 888 catalyst types from USPTO. Predict which catalyst facilitates the given reaction. (1) Reactant: [F:8][CH:7]([F:9])[C:6](O[C:6](=O)[CH:7]([F:9])[F:8])=O.C(O[CH2:15][CH3:16])=C.[NH2:17][C:18]([NH2:20])=O.Cl.O(Cl)[Cl:23]. Product: [Cl:23][C:18]1[N:20]=[C:6]([CH:7]([F:8])[F:9])[CH:16]=[CH:15][N:17]=1. The catalyst class is: 808. (2) Reactant: [CH3:1][C:2]1([CH3:12])[O:6][C@@H:5]([CH:7]=[N:8][OH:9])[C:4]([CH3:11])([CH3:10])[O:3]1.[Cl:13]N1C(=O)CCC1=O.O. Product: [OH:9][N:8]=[C:7]([Cl:13])[C@H:5]1[C:4]([CH3:11])([CH3:10])[O:3][C:2]([CH3:12])([CH3:1])[O:6]1. The catalyst class is: 3. (3) Reactant: [CH3:1][O:2][C:3]1[CH:8]=[CH:7][C:6]([N+:9]([O-])=O)=[CH:5][C:4]=1[N:12]1[CH2:17][CH2:16][O:15][CH2:14][CH2:13]1.C(O)C.[H][H]. Product: [CH3:1][O:2][C:3]1[CH:8]=[CH:7][C:6]([NH2:9])=[CH:5][C:4]=1[N:12]1[CH2:17][CH2:16][O:15][CH2:14][CH2:13]1. The catalyst class is: 45. (4) Reactant: Cl[CH2:2][CH2:3][CH2:4][N:5]1[CH2:9][CH:8]2[CH2:10][CH2:11][O:12][C:13](=[O:14])[CH:7]2[CH2:6]1.C([O-])([O-])=O.[K+].[K+].[F:21][C:22]1[CH:27]=[CH:26][C:25]([NH:28][C:29]2[C:38]3[C:33](=[CH:34][C:35]([O:40][CH3:41])=[C:36]([OH:39])[CH:37]=3)[N:32]=[CH:31][N:30]=2)=[CH:24][CH:23]=1.C(Cl)Cl. Product: [F:21][C:22]1[CH:23]=[CH:24][C:25]([NH:28][C:29]2[C:38]3[C:33](=[CH:34][C:35]([O:40][CH3:41])=[C:36]([O:39][CH2:2][CH2:3][CH2:4][N:5]4[CH2:9][CH:8]5[CH2:10][CH2:11][O:12][C:13](=[O:14])[CH:7]5[CH2:6]4)[CH:37]=3)[N:32]=[CH:31][N:30]=2)=[CH:26][CH:27]=1. The catalyst class is: 589.